Dataset: Forward reaction prediction with 1.9M reactions from USPTO patents (1976-2016). Task: Predict the product of the given reaction. (1) Given the reactants [CH:1]1[C:14]2[C:13](=[O:15])[C:12](=[O:16])[C:11]3[C:6](=[CH:7][CH:8]=[CH:9][CH:10]=3)[C:5]=2[CH:4]=[CH:3][CH:2]=1, predict the reaction product. The product is: [CH:14]1[C:2]2[C:1](=[C:14]3[C:5](=[CH:4][CH:3]=2)[C:6]2[C:11](=[CH:10][CH:9]=[CH:8][CH:7]=2)[C:12](=[O:16])[C:13]3=[O:15])[CH:3]=[CH:2][CH:1]=1. (2) Given the reactants [CH3:1][O:2][C:3]1[CH:4]=[C:5](/[CH:21]=[CH:22]/[C:23]([NH:25][C:26]2[CH:31]=[CH:30][CH:29]=[CH:28][CH:27]=2)=[O:24])[CH:6]=[C:7]([C:9]2[CH:18]=[CH:17][C:16]3[C:11](=[CH:12][CH:13]=[C:14]([O:19][CH3:20])[CH:15]=3)[CH:10]=2)[CH:8]=1, predict the reaction product. The product is: [CH3:1][O:2][C:3]1[CH:4]=[C:5]([CH2:21][CH2:22][C:23]([NH:25][C:26]2[CH:31]=[CH:30][CH:29]=[CH:28][CH:27]=2)=[O:24])[CH:6]=[C:7]([C:9]2[CH:18]=[CH:17][C:16]3[C:11](=[CH:12][CH:13]=[C:14]([O:19][CH3:20])[CH:15]=3)[CH:10]=2)[CH:8]=1. (3) Given the reactants S(C1C=CC(C)=CC=1)([O-])(=O)=O.[NH2:12][C@@H:13]([CH3:20])[C:14]([O:16][CH2:17][CH2:18][CH3:19])=[O:15].[P:21](Cl)(Cl)(=[O:33])[O:22][C:23]1[C:32]2[C:27](=[CH:28][CH:29]=[CH:30][CH:31]=2)[CH:26]=[CH:25][CH:24]=1.C(Cl)[Cl:37], predict the reaction product. The product is: [Cl:37][C:24]1[CH:25]=[CH:26][C:27]2[C:32](=[CH:31][CH:30]=[CH:29][CH:28]=2)[C:23]=1[O:22][P:21](=[N:12][C@@H:13]([CH3:20])[C:14]([O:16][CH2:17][CH2:18][CH3:19])=[O:15])=[O:33]. (4) Given the reactants [NH:1]([C:12]([O:14][C:15]([CH3:18])([CH3:17])[CH3:16])=[O:13])[C@H:2]([C:9]([OH:11])=[O:10])[CH2:3][CH2:4][O:5][CH2:6][CH:7]=[CH2:8].[ClH:19].[CH3:20]O, predict the reaction product. The product is: [NH:1]([C:12]([O:14][C:15]([CH3:18])([CH3:17])[CH3:16])=[O:13])[C@H:2]([C:9]([O:11][CH3:20])=[O:10])[CH2:3][CH2:4][O:5][CH2:6][CH:7]=[CH2:8].[ClH:19]. (5) Given the reactants [I-:1].O1CCC([Zn+:8])CC1.[CH3:9][O:10][CH:11]1[CH2:16][CH2:15][CH:14](O)[CH2:13][CH2:12]1, predict the reaction product. The product is: [I-:1].[CH3:9][O:10][CH:11]1[CH2:16][CH2:15][CH:14]([Zn+:8])[CH2:13][CH2:12]1. (6) Given the reactants [CH3:1][N:2]([CH3:11])[S:3]([N:6]1[CH:10]=[CH:9][CH:8]=[N:7]1)(=[O:5])=[O:4].[Cl:12]C(Cl)(Cl)C(Cl)(Cl)Cl.C([Li])CCC, predict the reaction product. The product is: [Cl:12][C:8]1[CH:9]=[CH:10][N:6]([S:3]([N:2]([CH3:11])[CH3:1])(=[O:4])=[O:5])[N:7]=1. (7) Given the reactants [H-].[Na+].[NH2:3][C:4]1[C:9]([N+:10]([O-:12])=[O:11])=[CH:8][CH:7]=[C:6]([Cl:13])[N:5]=1.[C:14](OC(=O)C)(=[O:16])[CH3:15], predict the reaction product. The product is: [Cl:13][C:6]1[N:5]=[C:4]([NH:3][C:14](=[O:16])[CH3:15])[C:9]([N+:10]([O-:12])=[O:11])=[CH:8][CH:7]=1. (8) The product is: [CH:14]1[C:23]2[C:18](=[C:19]([CH:24]([CH3:28])[C:25]([NH:9][CH2:8][C:7]3[CH:10]=[CH:11][C:4]([S:3][C:2]([F:12])([F:1])[F:13])=[CH:5][CH:6]=3)=[O:26])[CH:20]=[CH:21][CH:22]=2)[CH:17]=[CH:16][N:15]=1. Given the reactants [F:1][C:2]([F:13])([F:12])[S:3][C:4]1[CH:11]=[CH:10][C:7]([CH2:8][NH2:9])=[CH:6][CH:5]=1.[CH:14]1[C:23]2[C:18](=[C:19]([CH:24]([CH3:28])[C:25](O)=[O:26])[CH:20]=[CH:21][CH:22]=2)[CH:17]=[CH:16][N:15]=1.C1C2C(=C(CC(O)=O)C=CC=2)C=CN=1, predict the reaction product. (9) Given the reactants [NH2:1][C:2]1[C:7]([N+:8]([O-:10])=[O:9])=[CH:6][CH:5]=[CH:4][C:3]=1[OH:11].[Cl:12][C:13]1[CH:21]=[C:20]([Cl:22])[CH:19]=[CH:18][C:14]=1[C:15](Cl)=[O:16], predict the reaction product. The product is: [NH2:1][C:2]1[C:7]([N+:8]([O-:10])=[O:9])=[CH:6][CH:5]=[CH:4][C:3]=1[O:11][C:15](=[O:16])[C:14]1[CH:18]=[CH:19][C:20]([Cl:22])=[CH:21][C:13]=1[Cl:12]. (10) Given the reactants C[O:2][C:3](=[O:33])[CH2:4][O:5][C:6]1[CH:19]=[CH:18][C:17]2[S:16][C:15]3[C:10](=[CH:11][CH:12]=[CH:13][C:14]=3[C:20]3[O:21][C:22]([N:27]4[CH2:32][CH2:31][O:30][CH2:29][CH2:28]4)=[CH:23][C:24](=[O:26])[CH:25]=3)[S:9][C:8]=2[CH:7]=1.[OH-].[Na+:35], predict the reaction product. The product is: [Na+:35].[N:27]1([C:22]2[O:21][C:20]([C:14]3[CH:13]=[CH:12][CH:11]=[C:10]4[C:15]=3[S:16][C:17]3[CH:18]=[CH:19][C:6]([O:5][CH2:4][C:3]([O-:33])=[O:2])=[CH:7][C:8]=3[S:9]4)=[CH:25][C:24](=[O:26])[CH:23]=2)[CH2:32][CH2:31][O:30][CH2:29][CH2:28]1.